Dataset: Reaction yield outcomes from USPTO patents with 853,638 reactions. Task: Predict the reaction yield, written as a fraction of the theoretical maximum amount of product (1.0 means a 100% yield; for example, 0.34 means a 34% yield). The reactants are [Si:1]([O:18][C@@H:19]([CH3:23])[C:20](O)=[O:21])([C:14]([CH3:17])([CH3:16])[CH3:15])([C:8]1[CH:13]=[CH:12][CH:11]=[CH:10][CH:9]=1)[C:2]1[CH:7]=[CH:6][CH:5]=[CH:4][CH:3]=1.[F:24][C:25]1[CH:30]=[CH:29][C:28]([F:31])=[CH:27][C:26]=1[C:32]1[S:36][C:35]([CH2:43][O:44][CH2:45][O:46][CH3:47])([C:37]2[CH:42]=[CH:41][CH:40]=[CH:39][CH:38]=2)[NH:34][N:33]=1.C1CN([P+](ON2N=NC3C=CC=CC2=3)(N2CCCC2)N2CCCC2)CC1.F[P-](F)(F)(F)(F)F.CCN(C(C)C)C(C)C.C([O-])(O)=O.[Na+]. The catalyst is CN(C=O)C. The product is [Si:1]([O:18][C@@H:19]([CH3:23])[C:20]([N:34]1[N:33]=[C:32]([C:26]2[CH:27]=[C:28]([F:31])[CH:29]=[CH:30][C:25]=2[F:24])[S:36][C@@:35]1([CH2:43][O:44][CH2:45][O:46][CH3:47])[C:37]1[CH:42]=[CH:41][CH:40]=[CH:39][CH:38]=1)=[O:21])([C:14]([CH3:16])([CH3:17])[CH3:15])([C:8]1[CH:9]=[CH:10][CH:11]=[CH:12][CH:13]=1)[C:2]1[CH:3]=[CH:4][CH:5]=[CH:6][CH:7]=1. The yield is 0.120.